From a dataset of Experimentally validated miRNA-target interactions with 360,000+ pairs, plus equal number of negative samples. Binary Classification. Given a miRNA mature sequence and a target amino acid sequence, predict their likelihood of interaction. (1) The miRNA is hsa-miR-7974 with sequence AGGCUGUGAUGCUCUCCUGAGCCC. The protein sequence of the target gene is MELGELLYNKSEYIETASGNKVSRQSVLCGSQNIVLNGKTIIMNDCIIRGDLANVRVGRHCVVKSRSVIRPPFKKFSKGVAFFPLHIGDHVFIEEDCVVNAAQIGSYVHVGKNCVIGRRCVLKDCCKILDNTVLPPETVVPPFTVFSGCPGLFSGELPECTQELMIDVTKSYYQKFLPLTQV. Result: 0 (no interaction). (2) The miRNA is mmu-miR-19a-3p with sequence UGUGCAAAUCUAUGCAAAACUGA. The protein sequence of the target gene is METLQSETKTRVLPSWLTAQVATKNVAPMKAPKRMRMAAVPVAAARLPATRTVYCMNEAEIVDVALGILIESRKQEKACEQPALAGADNPEHSPPCSVSPHTSSGSSSEEEDSGKQALAPGLSPSQRPGGSSSACSRSPEEEEEEDVLKYVREIFFS. Result: 0 (no interaction). (3) The protein sequence of the target gene is MPSEPSAPLPQPLPPDGGWGWVVVCASFISIGFSYAFPKAVTVFFKDIQEIFNTTSSQIAWISSIMLAVMYAGGPISSVLVNNYGSRPVVIVGGLLCCIGMILASYSNSVIELYLTVGFIGGLGLAFNLQPALTIIGKYFYRRRPLANGCAMAGSPVFLSTLAPFNQYLFNNYGWKGSFLILGGIFLHSCVAGCLMRPVGPSPNTKKSKSKVGSRHDSTLKKASKVSTAQKVNRFLDFSLFMHRGFLIYLSGNVILFLGIFAPIIFLAQYAKHIGVDDYNSAFLLSVMAFIDMFARPSVG.... Result: 1 (interaction). The miRNA is mmu-miR-433-3p with sequence AUCAUGAUGGGCUCCUCGGUGU.